From a dataset of Reaction yield outcomes from USPTO patents with 853,638 reactions. Predict the reaction yield, written as a fraction of the theoretical maximum amount of product (1.0 means a 100% yield; for example, 0.34 means a 34% yield). (1) The reactants are [C:1]([C:3]1[CH:8]=[CH:7][C:6]([O:9][CH3:10])=[CH:5][C:4]=1[CH3:11])#[CH:2].[Cl:12][C:13]1[C:14]([C:20]#[N:21])=[N:15][CH:16]=[C:17](Cl)[CH:18]=1.C([N:24](CC)CC)C. The catalyst is [Cu]I.Cl[Pd](Cl)([P](C1C=CC=CC=1)(C1C=CC=CC=1)C1C=CC=CC=1)[P](C1C=CC=CC=1)(C1C=CC=CC=1)C1C=CC=CC=1.CN(C=O)C. The product is [CH3:11][C:4]1[C:3]2=[C:1]3[C:14](=[C:20]([NH2:21])[N:24]=[C:8]2[CH:7]=[CH:6][CH:5]=1)[N:15]=[CH:16][CH:17]=[CH:2]3.[Cl:12][C:13]1[C:14]([C:20]#[N:21])=[N:15][CH:16]=[C:17]([C:2]#[C:1][C:3]2[CH:8]=[CH:7][C:6]([O:9][CH3:10])=[CH:5][C:4]=2[CH3:11])[CH:18]=1. The yield is 0.0400. (2) The reactants are [CH2:1]([O:3][C:4]([N:6]1[CH2:22][CH2:21][C@@H:9]2[N:10]3[C:19]4[C:18]([C@@H:8]2[CH2:7]1)=[CH:17][CH:16]=[CH:15][C:14]=4[NH:13][C:12](=O)[CH2:11]3)=[O:5])[CH3:2].[OH-].[Na+]. The catalyst is Cl. The product is [CH2:11]1[N:10]2[C@H:9]3[CH2:21][CH2:22][N:6]([C:4]([O:3][CH2:1][CH3:2])=[O:5])[CH2:7][C@H:8]3[C:18]3[C:19]2=[C:14]([CH:15]=[CH:16][CH:17]=3)[NH:13][CH2:12]1. The yield is 0.980. (3) The reactants are [NH:1]1[CH2:6][CH2:5][O:4][CH2:3][CH2:2]1.C(N(CC)CC)C.[Cl:14][CH2:15][C:16](Cl)=[O:17]. The catalyst is CCOC(C)=O.Cl. The product is [Cl:14][CH2:15][C:16]([N:1]1[CH2:6][CH2:5][O:4][CH2:3][CH2:2]1)=[O:17]. The yield is 0.760. (4) The reactants are [C:1]([O:4][C:5]1[CH:25]=[CH:24][C:8]([C:9]2[CH:10]([CH3:23])[O:11][C:12]3[C:17]([CH:18]=2)=[CH:16][CH:15]=[C:14]([O:19][C:20](=[O:22])[CH3:21])[CH:13]=3)=[CH:7][CH:6]=1)(=[O:3])[CH3:2]. The catalyst is C(O)C.[Pd]. The product is [C:1]([O:4][C:5]1[CH:25]=[CH:24][C:8]([CH:9]2[CH2:18][C:17]3[C:12](=[CH:13][C:14]([O:19][C:20](=[O:22])[CH3:21])=[CH:15][CH:16]=3)[O:11][CH:10]2[CH3:23])=[CH:7][CH:6]=1)(=[O:3])[CH3:2]. The yield is 0.840.